Dataset: Forward reaction prediction with 1.9M reactions from USPTO patents (1976-2016). Task: Predict the product of the given reaction. The product is: [OH:54][C:49]1[CH:50]=[CH:51][CH:52]=[CH:53][C:48]=1[N:42]1[CH2:47][CH2:46][N:45]([C:17]([C:3]2[C:4]([C:7]3[CH:12]=[CH:11][CH:10]=[CH:9][C:8]=3[C:13]([F:14])([F:15])[F:16])=[N:5][O:6][C:2]=2[CH3:1])=[O:19])[CH2:44][CH2:43]1. Given the reactants [CH3:1][C:2]1[O:6][N:5]=[C:4]([C:7]2[CH:12]=[CH:11][CH:10]=[CH:9][C:8]=2[C:13]([F:16])([F:15])[F:14])[C:3]=1[C:17]([OH:19])=O.Cl.C(N=C=NCCCN(C)C)C.OC1C2N=NNC=2C=CC=1.[N:42]1([C:48]2[CH:53]=[CH:52][CH:51]=[CH:50][C:49]=2[OH:54])[CH2:47][CH2:46][NH:45][CH2:44][CH2:43]1, predict the reaction product.